This data is from Catalyst prediction with 721,799 reactions and 888 catalyst types from USPTO. The task is: Predict which catalyst facilitates the given reaction. (1) Reactant: [C:1](Cl)(=[O:5])[C:2](Cl)=O.[CH3:7]S(C)=O.[C:11]1([S:17]([CH2:20][CH:21]([O:23]C2CC2)O)(=[O:19])=[O:18])[CH:16]=[CH:15][CH:14]=[CH:13][CH:12]=1.C(N(CC)CC)C. Product: [C:11]1([S:17]([CH:20]([O:5][CH:1]2[CH2:2][CH2:7]2)[CH:21]=[O:23])(=[O:18])=[O:19])[CH:12]=[CH:13][CH:14]=[CH:15][CH:16]=1. The catalyst class is: 4. (2) Reactant: [F:1][C:2]1[CH:7]=[CH:6][CH:5]=[C:4]([F:8])[C:3]=1[C:9]1[C:18]2[CH:17]=[C:16]([I:19])[CH:15]=[CH:14][C:13]=2[C:12]2[NH:20][N:21]=[CH:22][C:11]=2[N:10]=1.[H-].[Na+].[CH3:25][N:26]([CH3:31])[S:27](Cl)(=[O:29])=[O:28].O. Product: [F:8][C:4]1[CH:5]=[CH:6][CH:7]=[C:2]([F:1])[C:3]=1[C:9]1[C:18]2[CH:17]=[C:16]([I:19])[CH:15]=[CH:14][C:13]=2[C:12]2[N:20]([S:27]([N:26]([CH3:31])[CH3:25])(=[O:29])=[O:28])[N:21]=[CH:22][C:11]=2[N:10]=1. The catalyst class is: 118. (3) Reactant: [Cl:1][C:2]1[C:11]([CH:12](O)[CH3:13])=[CH:10][C:9]2[C:4](=[CH:5][CH:6]=[CH:7][C:8]=2[Cl:15])[N:3]=1.S(Cl)(Cl)=O.ClC1C(C(Cl)C)=CC2C(=CC=CC=2Cl)N=1.[C:35]1(=[O:45])[NH:39][C:38](=[O:40])[C:37]2=[CH:41][CH:42]=[CH:43][CH:44]=[C:36]12.C([O-])([O-])=O.[K+].[K+]. Product: [Cl:1][C:2]1[C:11]([CH:12]([N:39]2[C:35](=[O:45])[C:36]3[C:37](=[CH:41][CH:42]=[CH:43][CH:44]=3)[C:38]2=[O:40])[CH3:13])=[CH:10][C:9]2[C:4](=[CH:5][CH:6]=[CH:7][C:8]=2[Cl:15])[N:3]=1. The catalyst class is: 85. (4) Reactant: C(O)(C)C.C([O:7][C:8](=O)[C:9]1[CH:14]=[CH:13][CH:12]=[N:11][C:10]=1[NH:15][CH2:16][C:17]1[CH:22]=[CH:21][C:20]([F:23])=[CH:19][CH:18]=1)C.O.[NH2:26][NH2:27]. Product: [F:23][C:20]1[CH:21]=[CH:22][C:17]([CH2:16][NH:15][C:10]2[N:11]=[CH:12][CH:13]=[CH:14][C:9]=2[C:8]([NH:26][NH2:27])=[O:7])=[CH:18][CH:19]=1. The catalyst class is: 13. (5) The catalyst class is: 53. Reactant: [Br:1][C:2]1[CH:3]=[C:4]2[C:9](=[CH:10][C:11]=1[CH3:12])[C:8]([CH3:14])([CH3:13])[CH2:7][CH2:6][C:5]2([CH3:16])[CH3:15].C1C(=O)N([Br:24])C(=O)C1.N(C(C)(C)C#N)=NC(C)(C)C#N. Product: [Br:1][C:2]1[CH:3]=[C:4]2[C:9](=[CH:10][C:11]=1[CH2:12][Br:24])[C:8]([CH3:14])([CH3:13])[CH2:7][CH2:6][C:5]2([CH3:16])[CH3:15]. (6) Reactant: [CH3:1][C:2]1[N:7]=[CH:6][N:5]=[C:4]([N:8]2[CH2:13][CH2:12][C:11](=O)[CH2:10][CH2:9]2)[CH:3]=1.[F:15][C:16]1[CH:17]=[C:18]([C:23]2[C:24]3[N:25]([N:29]=[C:30]([NH2:32])[N:31]=3)[CH:26]=[CH:27][CH:28]=2)[CH:19]=[CH:20][C:21]=1[F:22].C[Si]([C:37]#[N:38])(C)C. Product: [F:15][C:16]1[CH:17]=[C:18]([C:23]2[C:24]3[N:25]([N:29]=[C:30]([NH:32][C:11]4([C:37]#[N:38])[CH2:12][CH2:13][N:8]([C:4]5[CH:3]=[C:2]([CH3:1])[N:7]=[CH:6][N:5]=5)[CH2:9][CH2:10]4)[N:31]=3)[CH:26]=[CH:27][CH:28]=2)[CH:19]=[CH:20][C:21]=1[F:22]. The catalyst class is: 52. (7) Reactant: C([NH:4][C:5]1[CH:15]=[CH:14][C:13]([O:16][CH2:17][CH3:18])=[CH:12][C:6]=1[C:7]([O:9][CH2:10][CH3:11])=[O:8])(=O)C. Product: [NH2:4][C:5]1[CH:15]=[CH:14][C:13]([O:16][CH2:17][CH3:18])=[CH:12][C:6]=1[C:7]([O:9][CH2:10][CH3:11])=[O:8]. The catalyst class is: 422. (8) The catalyst class is: 3. Reactant: [I:1][C:2]1[CH:3]=[C:4]2[C:15]([C:16]([NH:18][CH3:19])=[O:17])=[C:14]([C:20]3[CH:25]=[CH:24][C:23]([CH3:26])=[CH:22][CH:21]=3)[O:13][C:5]2=[N:6][C:7]=1[NH:8][S:9]([CH3:12])(=[O:11])=[O:10].[Br:27][CH2:28][CH2:29][CH2:30][CH2:31]Br.C(=O)([O-])[O-].[Cs+].[Cs+]. Product: [Br:27][CH2:28][CH2:29][CH2:30][CH2:31][N:8]([C:7]1[N:6]=[C:5]2[O:13][C:14]([C:20]3[CH:21]=[CH:22][C:23]([CH3:26])=[CH:24][CH:25]=3)=[C:15]([C:16]([NH:18][CH3:19])=[O:17])[C:4]2=[CH:3][C:2]=1[I:1])[S:9]([CH3:12])(=[O:10])=[O:11]. (9) Reactant: [C:1]([C:4]1[C:22](=[O:23])[C@@:8]2([CH3:24])[C:9]3[C:15]([OH:16])=[CH:14][C:13]([O:17][CH3:18])=[C:12]([C:19]([NH2:21])=[O:20])[C:10]=3[O:11][C:7]2=[CH:6][C:5]=1[OH:25])(=[O:3])[CH3:2].[CH2:26]([C:28]1[CH:29]=[C:30](C=O)[C:31]2[C:36]([CH:37]=1)=[CH:35][CH:34]=[CH:33][CH:32]=2)[CH3:27].[CH2:40]([SiH](CC)CC)C.FC(F)(F)C(O)=O. Product: [C:1]([C:4]1[C:22](=[O:23])[C@@:8]2([CH3:24])[C:9]3[C:15]([OH:16])=[CH:14][C:13]([O:17][CH3:18])=[C:12]([C:19]([NH:21][CH2:40][C:37]4[C:36]5[C:31](=[CH:32][CH:33]=[CH:34][CH:35]=5)[CH:30]=[CH:29][C:28]=4[CH2:26][CH3:27])=[O:20])[C:10]=3[O:11][C:7]2=[CH:6][C:5]=1[OH:25])(=[O:3])[CH3:2]. The catalyst class is: 10. (10) Reactant: [C:1]([O:4][CH2:5][C@@H:6]1[CH2:11][C@@H:10]([OH:12])[CH2:9][CH:8]([OH:13])[O:7]1)(=[O:3])[CH3:2].C(=O)([O-])[O-].[Ba+2].BrBr.[Na+].[Cl-]. Product: [C:1]([O:4][CH2:5][C@@H:6]1[CH2:11][C@@H:10]([OH:12])[CH2:9][C:8](=[O:13])[O:7]1)(=[O:3])[CH3:2]. The catalyst class is: 6.